This data is from Full USPTO retrosynthesis dataset with 1.9M reactions from patents (1976-2016). The task is: Predict the reactants needed to synthesize the given product. (1) The reactants are: NN1C(C)=NN=N1.[C:8]1([CH3:18])[CH:13]=[CH:12][C:11]([S:14]([O-:17])(=[O:16])=[O:15])=[CH:10][CH:9]=1.[NH+]1C=CC=CC=1. Given the product [CH3:18][C:8]1[CH:9]=[CH:10][C:11]([S:14]([OH:17])(=[O:16])=[O:15])=[CH:12][CH:13]=1, predict the reactants needed to synthesize it. (2) The reactants are: Br[C:2]1[CH:7]=[CH:6][C:5]([S:8]([N:11]2[CH2:25][CH2:24][C:14]3([O:19][CH2:18][C:17](=[O:20])[N:16]([CH:21]4[CH2:23][CH2:22]4)[CH2:15]3)[CH2:13][CH2:12]2)(=[O:10])=[O:9])=[C:4]([F:26])[CH:3]=1.[F:27][C:28]1[CH:33]=[CH:32][C:31](B(O)O)=[CH:30][CH:29]=1.C([O-])([O-])=O.[K+].[K+]. Given the product [CH:21]1([N:16]2[CH2:15][C:14]3([CH2:24][CH2:25][N:11]([S:8]([C:5]4[CH:6]=[CH:7][C:2]([C:31]5[CH:32]=[CH:33][C:28]([F:27])=[CH:29][CH:30]=5)=[CH:3][C:4]=4[F:26])(=[O:10])=[O:9])[CH2:12][CH2:13]3)[O:19][CH2:18][C:17]2=[O:20])[CH2:23][CH2:22]1, predict the reactants needed to synthesize it. (3) Given the product [C:1]([O:5][C:6]([N:8]1[CH2:13][CH2:12][N:11]([C:32](=[O:33])[CH2:31][CH2:30][CH:29]([CH3:35])[CH3:28])[CH2:10][C@@H:9]1[C@@H:14]([OH:27])[C@H:15]([NH:23][C:24](=[O:26])[CH3:25])[CH2:16][C:17]1[CH:18]=[CH:19][CH:20]=[CH:21][CH:22]=1)=[O:7])([CH3:4])([CH3:2])[CH3:3], predict the reactants needed to synthesize it. The reactants are: [C:1]([O:5][C:6]([N:8]1[CH2:13][CH2:12][NH:11][CH2:10][C@@H:9]1[C@@H:14]([OH:27])[C@H:15]([NH:23][C:24](=[O:26])[CH3:25])[CH2:16][C:17]1[CH:22]=[CH:21][CH:20]=[CH:19][CH:18]=1)=[O:7])([CH3:4])([CH3:3])[CH3:2].[CH3:28][CH:29]([CH3:35])[CH2:30][CH2:31][C:32](O)=[O:33].CCN=C=NCCCN(C)C.C1C=CC2N(O)N=NC=2C=1.C(N(CC)CC)C.CN(C1C=CC=CN=1)C. (4) Given the product [C:29]1([C:26]2[CH:27]=[C:28]([B:41]3[O:45][C:44]([CH3:47])([CH3:46])[C:43]([CH3:49])([CH3:48])[O:42]3)[C:23]3[S:22][C:21]4[CH:35]=[CH:36][C:18]([C:12]5[CH:17]=[CH:16][CH:15]=[CH:14][CH:13]=5)=[CH:19][C:20]=4[C:24]=3[CH:25]=2)[CH:30]=[CH:31][CH:32]=[CH:33][CH:34]=1, predict the reactants needed to synthesize it. The reactants are: C([Li])(CC)C.C1CCCCC1.[C:12]1([C:18]2[CH:36]=[CH:35][C:21]3[S:22][C:23]4[CH:28]=[CH:27][C:26]([C:29]5[CH:34]=[CH:33][CH:32]=[CH:31][CH:30]=5)=[CH:25][C:24]=4[C:20]=3[CH:19]=2)[CH:17]=[CH:16][CH:15]=[CH:14][CH:13]=1.C(O[B:41]1[O:45][C:44]([CH3:47])([CH3:46])[C:43]([CH3:49])([CH3:48])[O:42]1)(C)C. (5) Given the product [CH2:7]1[C:8]2[C:13](=[CH:12][CH:11]=[CH:10][CH:9]=2)[CH2:14][CH2:15][N:6]1[CH2:5][C:4]([OH:16])=[O:3], predict the reactants needed to synthesize it. The reactants are: C([O:3][C:4](=[O:16])[CH2:5][N:6]1[CH2:15][CH2:14][C:13]2[C:8](=[CH:9][CH:10]=[CH:11][CH:12]=2)[CH2:7]1)C.[OH-].[Na+].Cl. (6) Given the product [F:34][C:13]1[CH:12]=[C:11]([NH:10][C:8]([C:5]2[C:4](=[O:35])[N:3]([C:36]3[CH:41]=[CH:40][CH:39]=[CH:38][CH:37]=3)[N:2]([CH3:1])[C:6]=2[CH3:7])=[O:9])[CH:33]=[CH:32][C:14]=1[O:15][C:16]1[CH:21]=[CH:20][N:19]=[C:18]([NH:22][C:23]([NH:42][CH2:43][CH2:44][OH:45])=[O:31])[CH:17]=1, predict the reactants needed to synthesize it. The reactants are: [CH3:1][N:2]1[C:6]([CH3:7])=[C:5]([C:8]([NH:10][C:11]2[CH:33]=[CH:32][C:14]([O:15][C:16]3[CH:21]=[CH:20][N:19]=[C:18]([NH:22][C:23](=[O:31])OC4C=CC=CC=4)[CH:17]=3)=[C:13]([F:34])[CH:12]=2)=[O:9])[C:4](=[O:35])[N:3]1[C:36]1[CH:41]=[CH:40][CH:39]=[CH:38][CH:37]=1.[NH2:42][CH2:43][CH2:44][OH:45]. (7) Given the product [C:8]1([C:6]2[N:7]=[C:2]([NH:35][C:34]3[CH:33]=[CH:32][C:31]([N:26]4[CH2:30][CH2:29][CH2:28][CH2:27]4)=[CH:37][CH:36]=3)[C:3]3[NH:16][N:15]=[CH:14][C:4]=3[N:5]=2)[CH:9]=[CH:10][CH:11]=[CH:12][CH:13]=1, predict the reactants needed to synthesize it. The reactants are: Cl[C:2]1[C:3]2[C:4](=[CH:14][N:15](CC3C=CC(OC)=CC=3)[N:16]=2)[N:5]=[C:6]([C:8]2[CH:13]=[CH:12][CH:11]=[CH:10][CH:9]=2)[N:7]=1.[N:26]1([C:31]2[CH:37]=[CH:36][C:34]([NH2:35])=[CH:33][CH:32]=2)[CH2:30][CH2:29][CH2:28][CH2:27]1.Cl.